From a dataset of Reaction yield outcomes from USPTO patents with 853,638 reactions. Predict the reaction yield, written as a fraction of the theoretical maximum amount of product (1.0 means a 100% yield; for example, 0.34 means a 34% yield). (1) The reactants are C([O:5][C:6](=[O:24])/[CH:7]=[CH:8]/[C:9]1[CH:10]=[N:11][C:12]2[NH:21][C:20](=[O:22])[C@H:19]3[N:15]([CH2:16][CH2:17][CH2:18]3)[CH2:14][C:13]=2[CH:23]=1)(C)(C)C.C(O)(C(F)(F)F)=O.C(Cl)[Cl:33]. The catalyst is CCOCC. The product is [ClH:33].[O:22]=[C:20]1[C@H:19]2[N:15]([CH2:16][CH2:17][CH2:18]2)[CH2:14][C:13]2[CH:23]=[C:9](/[CH:8]=[CH:7]/[C:6]([OH:24])=[O:5])[CH:10]=[N:11][C:12]=2[NH:21]1. The yield is 0.880. (2) The reactants are [F:1][C:2]1[CH:10]=[CH:9][C:8]([F:11])=[C:7]2[C:3]=1[CH2:4][N:5](S(C1C=CC(C)=CC=1)(=O)=O)[CH2:6]2.C1(O)C=CC=CC=1.Br. The catalyst is O.C(O)(=O)CC. The product is [F:1][C:2]1[CH:10]=[CH:9][C:8]([F:11])=[C:7]2[C:3]=1[CH2:4][NH:5][CH2:6]2. The yield is 0.500. (3) The reactants are [OH-].[Na+].C([NH:11][C:12]([NH:14][C:15]1[C:20]([O:21][C:22]2[CH:27]=[CH:26][C:25]([C:28]#[N:29])=[CH:24][CH:23]=2)=[CH:19][C:18]([Br:30])=[CH:17][N:16]=1)=[S:13])(=O)C1C=CC=CC=1. The catalyst is CO. The product is [Br:30][C:18]1[CH:19]=[C:20]([O:21][C:22]2[CH:27]=[CH:26][C:25]([C:28]#[N:29])=[CH:24][CH:23]=2)[C:15]([NH:14][C:12]([NH2:11])=[S:13])=[N:16][CH:17]=1. The yield is 0.736. (4) The reactants are [Cl:1][C:2]1[CH:7]=[CH:6][C:5]([C:8](=[CH2:12])[CH2:9][CH2:10][OH:11])=[CH:4][CH:3]=1. The catalyst is [Br-].[Br-].[Zn+2].[Pd].CCOC(C)=O. The product is [Cl:1][C:2]1[CH:3]=[CH:4][C:5]([CH:8]([CH3:12])[CH2:9][CH2:10][OH:11])=[CH:6][CH:7]=1. The yield is 0.919.